From a dataset of Catalyst prediction with 721,799 reactions and 888 catalyst types from USPTO. Predict which catalyst facilitates the given reaction. (1) The catalyst class is: 97. Reactant: [CH2:1]([N:8]1[CH:12]=[C:11]([C:13]([O:15]CC)=[O:14])[C:10]([O:18][CH2:19][C:20]2[CH:21]=[N:22][C:23]([O:26][CH2:27][C:28]3[N:29]=[C:30]([C:34]4[O:35][CH:36]=[CH:37][CH:38]=4)[O:31][C:32]=3[CH3:33])=[CH:24][CH:25]=2)=[N:9]1)[C:2]1[CH:7]=[CH:6][CH:5]=[CH:4][CH:3]=1.O1CCCC1.[OH-].[Na+].Cl. Product: [CH2:1]([N:8]1[CH:12]=[C:11]([C:13]([OH:15])=[O:14])[C:10]([O:18][CH2:19][C:20]2[CH:21]=[N:22][C:23]([O:26][CH2:27][C:28]3[N:29]=[C:30]([C:34]4[O:35][CH:36]=[CH:37][CH:38]=4)[O:31][C:32]=3[CH3:33])=[CH:24][CH:25]=2)=[N:9]1)[C:2]1[CH:7]=[CH:6][CH:5]=[CH:4][CH:3]=1. (2) Reactant: [Cl:1][C:2]1[C:7]([CH2:8][CH:9]=[O:10])=[C:6]([N:11]([C:19]2[CH:24]=[CH:23][C:22]([O:25][CH2:26][CH3:27])=[CH:21][CH:20]=2)[C:12](=[O:18])[O:13][C:14]([CH3:17])([CH3:16])[CH3:15])[N:5]2[N:28]=[CH:29][CH:30]=[C:4]2[N:3]=1.P([O-])(O)(O)=[O:32].[Na+].CC(=CC)C.Cl([O-])=O.[Na+]. The catalyst class is: 878. Product: [C:14]([O:13][C:12]([N:11]([C:19]1[CH:20]=[CH:21][C:22]([O:25][CH2:26][CH3:27])=[CH:23][CH:24]=1)[C:6]1[N:5]2[N:28]=[CH:29][CH:30]=[C:4]2[N:3]=[C:2]([Cl:1])[C:7]=1[CH2:8][C:9]([OH:32])=[O:10])=[O:18])([CH3:16])([CH3:15])[CH3:17]. (3) Reactant: CI.[Cl:3][C:4]1[CH:9]=[C:8]([O:10][C:11]2[CH:12]=[C:13]([CH:17]=[CH:18][C:19]=2[CH3:20])[C:14]([OH:16])=[O:15])[CH:7]=[CH:6][N:5]=1.[C:21](=O)([O-])[O-].[K+].[K+]. Product: [Cl:3][C:4]1[CH:9]=[C:8]([O:10][C:11]2[CH:12]=[C:13]([CH:17]=[CH:18][C:19]=2[CH3:20])[C:14]([O:16][CH3:21])=[O:15])[CH:7]=[CH:6][N:5]=1. The catalyst class is: 9. (4) Reactant: C=O.[CH:3](O)=O.[F:6][C:7]1[CH:20]=[C:19]([N+:21]([O-:23])=[O:22])[CH:18]=[CH:17][C:8]=1[O:9][CH2:10][CH:11]1[CH2:16][CH2:15][CH2:14][NH:13][CH2:12]1.C(=O)([O-])O.[Na+]. The catalyst class is: 6. Product: [F:6][C:7]1[CH:20]=[C:19]([N+:21]([O-:23])=[O:22])[CH:18]=[CH:17][C:8]=1[O:9][CH2:10][CH:11]1[CH2:16][CH2:15][CH2:14][N:13]([CH3:3])[CH2:12]1. (5) Reactant: [H-].[Na+].[C:3]1([CH2:9][CH2:10][CH2:11][OH:12])[CH:8]=[CH:7][CH:6]=[CH:5][CH:4]=1.F[C:14]1[CH:19]=[CH:18][C:17]([N+:20]([O-:22])=[O:21])=[CH:16][N:15]=1.O. Product: [N+:20]([C:17]1[CH:18]=[CH:19][C:14]([O:12][CH2:11][CH2:10][CH2:9][C:3]2[CH:8]=[CH:7][CH:6]=[CH:5][CH:4]=2)=[N:15][CH:16]=1)([O-:22])=[O:21]. The catalyst class is: 9. (6) Reactant: [Cl:1][C:2]1[CH:7]=[CH:6][C:5]([Cl:8])=[CH:4][N:3]=1.C([N-]C(C)C)(C)C.[Li+].[I:17]I.S([O-])([O-])(=O)=S.[Na+].[Na+]. Product: [Cl:1][C:2]1[CH:7]=[C:6]([I:17])[C:5]([Cl:8])=[CH:4][N:3]=1. The catalyst class is: 7. (7) Reactant: Cl[C:2]1[CH:3]=[CH:4][C:5]2[N:6]([C:8]([CH2:22][CH3:23])=[C:9]([CH2:11][N:12]3[CH:16]=[CH:15][N:14]=[C:13]3[C:17]3[S:18][CH:19]=[CH:20][N:21]=3)[N:10]=2)[N:7]=1.[CH2:24]([O:26]C([Sn](CCCC)(CCCC)CCCC)=C)[CH3:25].Cl.C(=O)([O-])[O-].[Na+].[Na+]. Product: [CH2:22]([C:8]1[N:6]2[N:7]=[C:2]([C:24](=[O:26])[CH3:25])[CH:3]=[CH:4][C:5]2=[N:10][C:9]=1[CH2:11][N:12]1[CH:16]=[CH:15][N:14]=[C:13]1[C:17]1[S:18][CH:19]=[CH:20][N:21]=1)[CH3:23]. The catalyst class is: 93. (8) Reactant: [CH:1]1([NH:7][C:8]2[N:9]([C:17]3[CH:22]=[CH:21][CH:20]=[CH:19][CH:18]=3)[N:10]=[C:11]3[C:16]=2[CH2:15][CH2:14][CH2:13][CH2:12]3)[CH2:6][CH2:5][CH2:4][CH2:3][CH2:2]1.[CH3:23][O:24][C:25](=[O:36])[C:26]1[CH:31]=[CH:30][C:29]([N:32]=[C:33]=[O:34])=[C:28]([Cl:35])[CH:27]=1.C(N(CC)CC)C. Product: [CH3:23][O:24][C:25](=[O:36])[C:26]1[CH:31]=[CH:30][C:29]([NH:32][C:33]([N:7]([CH:1]2[CH2:6][CH2:5][CH2:4][CH2:3][CH2:2]2)[C:8]2[N:9]([C:17]3[CH:18]=[CH:19][CH:20]=[CH:21][CH:22]=3)[N:10]=[C:11]3[C:16]=2[CH2:15][CH2:14][CH2:13][CH2:12]3)=[O:34])=[C:28]([Cl:35])[CH:27]=1. The catalyst class is: 26. (9) Reactant: [Br:1][C:2]1[S:3][C:4]([CH2:7]Br)=[CH:5][N:6]=1.[NH:9]1[CH:13]=[CH:12][N:11]=[CH:10]1.C([O-])([O-])=O.[K+].[K+]. Product: [N:9]1([CH2:7][C:4]2[S:3][C:2]([Br:1])=[N:6][CH:5]=2)[CH:13]=[CH:12][N:11]=[CH:10]1. The catalyst class is: 16.